From a dataset of NCI-60 drug combinations with 297,098 pairs across 59 cell lines. Regression. Given two drug SMILES strings and cell line genomic features, predict the synergy score measuring deviation from expected non-interaction effect. (1) Drug 1: CC1OCC2C(O1)C(C(C(O2)OC3C4COC(=O)C4C(C5=CC6=C(C=C35)OCO6)C7=CC(=C(C(=C7)OC)O)OC)O)O. Drug 2: C1=C(C(=O)NC(=O)N1)N(CCCl)CCCl. Cell line: A498. Synergy scores: CSS=34.2, Synergy_ZIP=-6.87, Synergy_Bliss=-5.53, Synergy_Loewe=-6.86, Synergy_HSA=-0.856. (2) Drug 1: CC1C(C(=O)NC(C(=O)N2CCCC2C(=O)N(CC(=O)N(C(C(=O)O1)C(C)C)C)C)C(C)C)NC(=O)C3=C4C(=C(C=C3)C)OC5=C(C(=O)C(=C(C5=N4)C(=O)NC6C(OC(=O)C(N(C(=O)CN(C(=O)C7CCCN7C(=O)C(NC6=O)C(C)C)C)C)C(C)C)C)N)C. Drug 2: C1=CC=C(C(=C1)C(C2=CC=C(C=C2)Cl)C(Cl)Cl)Cl. Cell line: SK-MEL-5. Synergy scores: CSS=27.8, Synergy_ZIP=-2.93, Synergy_Bliss=-3.20, Synergy_Loewe=-19.2, Synergy_HSA=-0.394. (3) Synergy scores: CSS=12.1, Synergy_ZIP=-4.68, Synergy_Bliss=-2.34, Synergy_Loewe=-1.51, Synergy_HSA=-2.19. Cell line: OVCAR-5. Drug 2: B(C(CC(C)C)NC(=O)C(CC1=CC=CC=C1)NC(=O)C2=NC=CN=C2)(O)O. Drug 1: CC1OCC2C(O1)C(C(C(O2)OC3C4COC(=O)C4C(C5=CC6=C(C=C35)OCO6)C7=CC(=C(C(=C7)OC)O)OC)O)O. (4) Drug 1: C1=NC2=C(N=C(N=C2N1C3C(C(C(O3)CO)O)F)Cl)N. Drug 2: CC1=C(N=C(N=C1N)C(CC(=O)N)NCC(C(=O)N)N)C(=O)NC(C(C2=CN=CN2)OC3C(C(C(C(O3)CO)O)O)OC4C(C(C(C(O4)CO)O)OC(=O)N)O)C(=O)NC(C)C(C(C)C(=O)NC(C(C)O)C(=O)NCCC5=NC(=CS5)C6=NC(=CS6)C(=O)NCCC[S+](C)C)O. Cell line: IGROV1. Synergy scores: CSS=17.2, Synergy_ZIP=-5.08, Synergy_Bliss=5.96, Synergy_Loewe=0.423, Synergy_HSA=2.52. (5) Drug 1: CCCCCOC(=O)NC1=NC(=O)N(C=C1F)C2C(C(C(O2)C)O)O. Drug 2: B(C(CC(C)C)NC(=O)C(CC1=CC=CC=C1)NC(=O)C2=NC=CN=C2)(O)O. Cell line: NCIH23. Synergy scores: CSS=46.1, Synergy_ZIP=0.730, Synergy_Bliss=-1.10, Synergy_Loewe=-62.2, Synergy_HSA=-5.96. (6) Drug 1: C#CCC(CC1=CN=C2C(=N1)C(=NC(=N2)N)N)C3=CC=C(C=C3)C(=O)NC(CCC(=O)O)C(=O)O. Drug 2: C1CC(=O)NC(=O)C1N2C(=O)C3=CC=CC=C3C2=O. Cell line: OVCAR3. Synergy scores: CSS=-9.16, Synergy_ZIP=1.35, Synergy_Bliss=-5.56, Synergy_Loewe=-9.08, Synergy_HSA=-9.36. (7) Drug 1: CN1C(=O)N2C=NC(=C2N=N1)C(=O)N. Drug 2: COCCOC1=C(C=C2C(=C1)C(=NC=N2)NC3=CC=CC(=C3)C#C)OCCOC. Cell line: SW-620. Synergy scores: CSS=42.7, Synergy_ZIP=7.40, Synergy_Bliss=6.03, Synergy_Loewe=6.83, Synergy_HSA=7.91.